Dataset: Forward reaction prediction with 1.9M reactions from USPTO patents (1976-2016). Task: Predict the product of the given reaction. (1) Given the reactants [NH2:1][C:2]1[N:10]=[CH:9][C:8]([Cl:11])=[CH:7][C:3]=1[C:4]([NH2:6])=[O:5].[Br:12][CH2:13][C:14]1[CH:15]=[C:16]([CH:20]=[C:21]([Cl:23])[CH:22]=1)[C:17]([NH2:19])=[O:18], predict the reaction product. The product is: [BrH:12].[NH2:19][C:17]([C:16]1[CH:15]=[C:14]([CH:22]=[C:21]([Cl:23])[CH:20]=1)[CH2:13][N:10]1[CH:9]=[C:8]([Cl:11])[CH:7]=[C:3]([C:4]([NH2:6])=[O:5])[C:2]1=[NH:1])=[O:18]. (2) Given the reactants [CH:1]1([C:7]2[C:12]([F:13])=[CH:11][C:10]([O:14]C)=[CH:9][C:8]=2[O:16]C)[CH2:6][CH2:5][CH2:4][CH2:3][CH2:2]1, predict the reaction product. The product is: [CH:1]1([C:7]2[C:12]([F:13])=[CH:11][C:10]([OH:14])=[CH:9][C:8]=2[OH:16])[CH2:2][CH2:3][CH2:4][CH2:5][CH2:6]1. (3) Given the reactants C([O-])([O-])=O.[Na+].[Na+].[N:7]1[CH:12]=[CH:11][C:10]([C:13]([NH:15][NH2:16])=[O:14])=[CH:9][CH:8]=1.[CH2:17]([O:19][C:20]1[CH:21]=[C:22]([CH:26]=[CH:27][C:28]=1[O:29][CH2:30][CH3:31])[C:23](Cl)=O)[CH3:18].O, predict the reaction product. The product is: [CH2:17]([O:19][C:20]1[CH:21]=[C:22]([C:23]2[O:14][C:13]([C:10]3[CH:11]=[CH:12][N:7]=[CH:8][CH:9]=3)=[N:15][N:16]=2)[CH:26]=[CH:27][C:28]=1[O:29][CH2:30][CH3:31])[CH3:18]. (4) Given the reactants [NH2:1][C:2]1[C:7]([F:8])=[CH:6][N:5]=[C:4]([O:9][CH2:10][C:11]2[CH:12]=[C:13]([CH:16]=[CH:17][CH:18]=2)[C:14]#[N:15])[N:3]=1.[CH2:19]([N:22]=[C:23]=[S:24])[CH2:20][CH3:21].[Li+].C[Si]([N-][Si](C)(C)C)(C)C.[NH4+].[Cl-], predict the reaction product. The product is: [C:14]([C:13]1[CH:12]=[C:11]([CH:18]=[CH:17][CH:16]=1)[CH2:10][O:9][C:4]1[N:3]=[C:2]([NH:1][C:23]([NH:22][CH2:19][CH2:20][CH3:21])=[S:24])[C:7]([F:8])=[CH:6][N:5]=1)#[N:15]. (5) The product is: [C:1]([O:5][C:6](=[O:44])[NH:7][CH2:8][C:9]1[C:14]([C:15]2[CH:20]=[CH:19][C:18]([Cl:21])=[CH:17][C:16]=2[Cl:22])=[CH:13][N:12]2[C:23]([N:26]3[CH2:31][CH2:30][NH:29][CH2:28][CH2:27]3)=[CH:24][N:25]=[C:11]2[CH:10]=1)([CH3:4])([CH3:2])[CH3:3]. Given the reactants [C:1]([O:5][C:6](=[O:44])[NH:7][CH2:8][C:9]1[C:14]([C:15]2[CH:20]=[CH:19][C:18]([Cl:21])=[CH:17][C:16]=2[Cl:22])=[CH:13][N:12]2[C:23]([N:26]3[CH2:31][CH2:30][N:29](S(C4C=CC=CC=4[N+]([O-])=O)(=O)=O)[CH2:28][CH2:27]3)=[CH:24][N:25]=[C:11]2[CH:10]=1)([CH3:4])([CH3:3])[CH3:2].O[Li].O.SCC(O)=O.C([O-])(O)=O.[Na+], predict the reaction product. (6) Given the reactants [C:1]1([S:7]([N:10]2[C:14]3[N:15]=[CH:16][N:17]=[C:18]([N:19]4[CH2:24][CH2:23][NH:22][C:21]([CH3:26])([CH3:25])[CH2:20]4)[C:13]=3[CH:12]=[C:11]2I)(=[O:9])=[O:8])[CH:6]=[CH:5][CH:4]=[CH:3][CH:2]=1.[CH3:28][O:29][C:30]1[CH:35]=[C:34](B(O)O)[CH:33]=[CH:32][N:31]=1.C([O-])([O-])=O.[K+].[K+], predict the reaction product. The product is: [C:1]1([S:7]([N:10]2[C:14]3[N:15]=[CH:16][N:17]=[C:18]([N:19]4[CH2:24][CH2:23][NH:22][C:21]([CH3:26])([CH3:25])[CH2:20]4)[C:13]=3[CH:12]=[C:11]2[C:34]2[CH:33]=[CH:32][N:31]=[C:30]([O:29][CH3:28])[CH:35]=2)(=[O:9])=[O:8])[CH:6]=[CH:5][CH:4]=[CH:3][CH:2]=1. (7) Given the reactants [Si:1]([O:8][C:9]1[CH:14]=[CH:13][C:12]([CH2:15][CH2:16][OH:17])=[CH:11][CH:10]=1)([C:4]([CH3:7])([CH3:6])[CH3:5])([CH3:3])[CH3:2].C(N(C(C)C)CC)(C)C.[CH3:27][S:28](Cl)(=[O:30])=[O:29].C([O-])(O)=O.[Na+], predict the reaction product. The product is: [CH3:27][S:28]([O:17][CH2:16][CH2:15][C:12]1[CH:13]=[CH:14][C:9]([O:8][Si:1]([C:4]([CH3:7])([CH3:6])[CH3:5])([CH3:3])[CH3:2])=[CH:10][CH:11]=1)(=[O:30])=[O:29]. (8) The product is: [OH:16][CH:17]([C:25]1[CH:26]=[CH:27][C:28]2[O:33][CH2:32][C:31](=[O:34])[NH:30][C:29]=2[CH:35]=1)[CH2:18][N:19]1[CH2:20][CH2:21][N:22]([CH2:15][CH:13]([OH:14])[C:10]2[CH:9]=[CH:8][CH:7]=[C:6]3[C:11]=2[CH:12]=[C:3]([O:2][CH3:1])[CH:4]=[N:5]3)[CH2:23][CH2:24]1. Given the reactants [CH3:1][O:2][C:3]1[CH:4]=[N:5][C:6]2[C:11]([CH:12]=1)=[C:10]([CH:13]1[CH2:15][O:14]1)[CH:9]=[CH:8][CH:7]=2.[OH:16][CH:17]([C:25]1[CH:26]=[CH:27][C:28]2[O:33][CH2:32][C:31](=[O:34])[NH:30][C:29]=2[CH:35]=1)[CH2:18][N:19]1[CH2:24][CH2:23][NH:22][CH2:21][CH2:20]1, predict the reaction product. (9) Given the reactants Cl.[F:2][C:3]1[CH:4]=[C:5]([C:10]2[S:18][C:17]3[C:16](=[O:19])[N:15]([CH:20]4[CH2:25][CH2:24][NH:23][CH2:22][CH2:21]4)[C:14](=[O:26])[N:13]([CH2:27][C:28]4[O:32][N:31]=[C:30]([CH2:33][CH3:34])[N:29]=4)[C:12]=3[CH:11]=2)[CH:6]=[CH:7][C:8]=1[F:9].[CH2:35]([O:37][C:38]1[C:47]([O:48][CH3:49])=[CH:46][C:45]2[C:44]([C:50]3[CH:58]=[CH:57][C:53]([C:54](O)=[O:55])=[CH:52][CH:51]=3)=[N:43][C@@H:42]3[CH2:59][CH2:60][S:61][CH2:62][C@@H:41]3[C:40]=2[CH:39]=1)[CH3:36].C1C=CC2N(O)N=NC=2C=1.CCN=C=NCCCN(C)C, predict the reaction product. The product is: [F:2][C:3]1[CH:4]=[C:5]([C:10]2[S:18][C:17]3[C:16](=[O:19])[N:15]([CH:20]4[CH2:21][CH2:22][N:23]([C:54]([C:53]5[CH:57]=[CH:58][C:50]([C:44]6[C:45]7[CH:46]=[C:47]([O:48][CH3:49])[C:38]([O:37][CH2:35][CH3:36])=[CH:39][C:40]=7[C@H:41]7[CH2:62][S:61][CH2:60][CH2:59][C@H:42]7[N:43]=6)=[CH:51][CH:52]=5)=[O:55])[CH2:24][CH2:25]4)[C:14](=[O:26])[N:13]([CH2:27][C:28]4[O:32][N:31]=[C:30]([CH2:33][CH3:34])[N:29]=4)[C:12]=3[CH:11]=2)[CH:6]=[CH:7][C:8]=1[F:9]. (10) The product is: [NH2:18][C:15]1[CH:16]=[CH:17][C:12]([C:11]([NH:32][CH:29]2[CH2:30][CH2:31][N:26]([CH2:33][CH3:34])[CH2:27][CH2:28]2)=[O:21])=[CH:13][C:14]=1[O:19][CH3:20]. Given the reactants N1(O[C:11](=[O:21])[C:12]2[CH:17]=[CH:16][C:15]([NH2:18])=[C:14]([O:19][CH3:20])[CH:13]=2)C2C=CC=CC=2N=N1.CS([N:26]1[CH2:31][CH2:30][CH:29]([NH2:32])[CH2:28][CH2:27]1)(=O)=O.[CH2:33](N(CC)CC)[CH3:34], predict the reaction product.